From a dataset of Full USPTO retrosynthesis dataset with 1.9M reactions from patents (1976-2016). Predict the reactants needed to synthesize the given product. (1) Given the product [F:2][C:3]1[C:8]([F:9])=[CH:7][CH:6]=[CH:5][C:4]=1[CH2:10][CH2:11][C:12]1[NH:14][C:25]2[CH2:26][CH2:27][CH2:28][C:24]=2[C:22](=[O:21])[N:13]=1, predict the reactants needed to synthesize it. The reactants are: Cl.[F:2][C:3]1[C:8]([F:9])=[CH:7][CH:6]=[CH:5][C:4]=1[CH2:10][CH2:11][C:12]([NH2:14])=[NH:13].[O-]CC.[Na+].C([O:21][C:22]([CH:24]1[CH2:28][CH2:27][CH2:26][C:25]1=O)=O)C. (2) Given the product [C:13]([NH:12][C:9]1[N:8]([CH2:17][CH3:18])[C:7](=[O:19])[C:6]2[C:11](=[C:2]([C:27]3[NH:26][C:25]4[C@@H:21]([CH3:20])[NH:22][C:23](=[O:38])[C:24]=4[CH:28]=3)[CH:3]=[CH:4][CH:5]=2)[N:10]=1)([CH3:16])([CH3:15])[CH3:14], predict the reactants needed to synthesize it. The reactants are: Br[C:2]1[CH:3]=[CH:4][CH:5]=[C:6]2[C:11]=1[N:10]=[C:9]([NH:12][C:13]([CH3:16])([CH3:15])[CH3:14])[N:8]([CH2:17][CH3:18])[C:7]2=[O:19].[CH3:20][C@@H:21]1[C:25]2[NH:26][C:27](B3OC(C)(C)C(C)(C)O3)=[CH:28][C:24]=2[C:23](=[O:38])[NH:22]1. (3) Given the product [Cl:8][C:9]1[CH:10]=[C:11]([C:19]2[N:23]=[C:22]([C:24]3[CH:25]=[CH:26][C:27]([S:30]([NH:33][CH2:34][C:35]([OH:37])=[O:36])(=[O:32])=[O:31])=[CH:28][CH:29]=3)[O:21][N:20]=2)[CH:12]=[CH:13][C:14]=1[O:15][CH:16]([CH3:18])[CH3:17], predict the reactants needed to synthesize it. The reactants are: C(O)(C(F)(F)F)=O.[Cl:8][C:9]1[CH:10]=[C:11]([C:19]2[N:23]=[C:22]([C:24]3[CH:29]=[CH:28][C:27]([S:30]([NH:33][CH2:34][C:35]([O:37]C(C)(C)C)=[O:36])(=[O:32])=[O:31])=[CH:26][CH:25]=3)[O:21][N:20]=2)[CH:12]=[CH:13][C:14]=1[O:15][CH:16]([CH3:18])[CH3:17]. (4) Given the product [I:2][C:18]1[CH:25]=[CH:24][C:21]([CH:22]=[O:23])=[CH:20][CH:19]=1, predict the reactants needed to synthesize it. The reactants are: [Na].[I-:2].C([O-])(=O)C.[NH4+].C(OO)(=O)C.C([Sn](CCCC)(CCCC)[C:18]1[CH:25]=[CH:24][C:21]([CH:22]=[O:23])=[CH:20][CH:19]=1)CCC.